Dataset: Acute oral toxicity (LD50) regression data from Zhu et al.. Task: Regression/Classification. Given a drug SMILES string, predict its toxicity properties. Task type varies by dataset: regression for continuous values (e.g., LD50, hERG inhibition percentage) or binary classification for toxic/non-toxic outcomes (e.g., AMES mutagenicity, cardiotoxicity, hepatotoxicity). Dataset: ld50_zhu. The compound is FCCBr. The rat oral LD50 is 4.41, given as -log10 of the dose in mol/kg body weight (higher means more acutely toxic).